Predict the reactants needed to synthesize the given product. From a dataset of Full USPTO retrosynthesis dataset with 1.9M reactions from patents (1976-2016). (1) Given the product [ClH:27].[ClH:1].[NH2:2][C:3]1[N:8]=[C:7]([NH:9][C:10]2[CH:11]=[C:12]([CH:23]=[CH:24][CH:25]=2)[C:13]([NH:15][C:16]2[CH:21]=[CH:20][C:19]([NH:22][C:28]3[C:37]4[C:32](=[CH:33][CH:34]=[CH:35][CH:36]=4)[N:31]=[CH:30][CH:29]=3)=[CH:18][CH:17]=2)=[O:14])[CH:6]=[C:5]([CH3:26])[N:4]=1, predict the reactants needed to synthesize it. The reactants are: [ClH:1].[NH2:2][C:3]1[N:8]=[C:7]([NH:9][C:10]2[CH:11]=[C:12]([CH:23]=[CH:24][CH:25]=2)[C:13]([NH:15][C:16]2[CH:21]=[CH:20][C:19]([NH2:22])=[CH:18][CH:17]=2)=[O:14])[CH:6]=[C:5]([CH3:26])[N:4]=1.[Cl:27][C:28]1[C:37]2[C:32](=[CH:33][CH:34]=[CH:35][CH:36]=2)[N:31]=[CH:30][CH:29]=1.Cl.CO.CCOC(C)=O. (2) Given the product [Br:7][C:8]1[CH:20]=[CH:19][C:11]2[N:12]([CH2:22][C:23]([NH2:25])=[O:24])[C:13](=[O:18])[O:14][C:15]([CH3:16])([CH3:17])[C:10]=2[CH:9]=1, predict the reactants needed to synthesize it. The reactants are: C(=O)([O-])[O-].[K+].[K+].[Br:7][C:8]1[CH:20]=[CH:19][C:11]2[NH:12][C:13](=[O:18])[O:14][C:15]([CH3:17])([CH3:16])[C:10]=2[CH:9]=1.Br[CH2:22][C:23]([NH2:25])=[O:24].